Dataset: Catalyst prediction with 721,799 reactions and 888 catalyst types from USPTO. Task: Predict which catalyst facilitates the given reaction. (1) Reactant: [F:1][C:2]([F:7])([F:6])[C:3](O)=O.C(O[C:13]([N:15]1[CH2:20][CH2:19][CH:18]([CH2:21][N:22]2[CH2:27][CH2:26][N:25]([C:28]3[CH:33]=[CH:32][C:31]([O:34][CH2:35][CH:36]4[O:41][C:40]5=[N:42][C:43]([N+:45]([O-:47])=[O:46])=[CH:44][N:39]5[CH2:38][CH2:37]4)=[CH:30][CH:29]=3)[CH2:24][CH2:23]2)[CH2:17][CH2:16]1)=O)(C)(C)C.C(=O)([O-])[O-].[K+].[K+]. Product: [N+:45]([C:43]1[N:42]=[C:40]2[N:39]([CH:44]=1)[CH2:38][CH2:37][CH:36]([CH2:35][O:34][C:31]1[CH:32]=[CH:33][C:28]([N:25]3[CH2:24][CH2:23][N:22]([CH2:21][CH:18]4[CH2:19][CH2:20][N:15]([CH2:13][C:18]5[CH:19]=[CH:20][C:3]([C:2]([F:7])([F:6])[F:1])=[CH:16][CH:17]=5)[CH2:16][CH2:17]4)[CH2:27][CH2:26]3)=[CH:29][CH:30]=1)[O:41]2)([O-:47])=[O:46]. The catalyst class is: 2. (2) Reactant: [Br:1][C:2]1[CH:7]=[CH:6][C:5]([CH2:8]Br)=[C:4]([F:10])[CH:3]=1.[C-:11]#[N:12].[K+]. Product: [Br:1][C:2]1[CH:7]=[CH:6][C:5]([CH2:8][C:11]#[N:12])=[C:4]([F:10])[CH:3]=1. The catalyst class is: 40.